Predict the reactants needed to synthesize the given product. From a dataset of Full USPTO retrosynthesis dataset with 1.9M reactions from patents (1976-2016). (1) Given the product [Cl:44][C:41]1[CH:42]=[CH:43][C:38]([CH2:37][CH:33]([C:34]([N:14]2[CH2:13][CH2:12][N:11]([C:9]3[C:8]([C:17]4[CH:18]=[CH:19][CH:20]=[CH:21][CH:22]=4)=[CH:7][N:6]=[C:5]4[NH:4][CH:3]=[C:2]([CH3:1])[C:10]=34)[CH2:16][CH2:15]2)=[O:35])[CH2:32][CH2:31][NH:30][C:28](=[O:29])[O:27][C:23]([CH3:26])([CH3:25])[CH3:24])=[CH:39][CH:40]=1, predict the reactants needed to synthesize it. The reactants are: [CH3:1][C:2]1[C:10]2[C:5](=[N:6][CH:7]=[C:8]([C:17]3[CH:22]=[CH:21][CH:20]=[CH:19][CH:18]=3)[C:9]=2[N:11]2[CH2:16][CH2:15][NH:14][CH2:13][CH2:12]2)[NH:4][CH:3]=1.[C:23]([O:27][C:28]([NH:30][CH2:31][CH2:32][CH:33]([CH2:37][C:38]1[CH:43]=[CH:42][C:41]([Cl:44])=[CH:40][CH:39]=1)[C:34](O)=[O:35])=[O:29])([CH3:26])([CH3:25])[CH3:24].C1C=CC2N(O)N=NC=2C=1.O.CCN=C=NCCCN(C)C.CCN(C(C)C)C(C)C.C([O-])([O-])=O.[Na+].[Na+]. (2) Given the product [N:3]1([CH2:8][CH2:9][NH:10][C:11]2[N:16]=[C:15]([C:17]3[S:21][C:20]4[C:22]([C:26]5[CH:31]=[C:30]([F:32])[CH:29]=[CH:28][C:27]=5[C:33]([CH3:36])([CH3:37])[C:34]([NH2:35])=[O:39])=[CH:23][CH:24]=[CH:25][C:19]=4[CH:18]=3)[C:14]([F:38])=[CH:13][N:12]=2)[CH:7]=[CH:6][N:5]=[N:4]1, predict the reactants needed to synthesize it. The reactants are: OO.[N:3]1([CH2:8][CH2:9][NH:10][C:11]2[N:16]=[C:15]([C:17]3[S:21][C:20]4[C:22]([C:26]5[CH:31]=[C:30]([F:32])[CH:29]=[CH:28][C:27]=5[C:33]([CH3:37])([CH3:36])[C:34]#[N:35])=[CH:23][CH:24]=[CH:25][C:19]=4[CH:18]=3)[C:14]([F:38])=[CH:13][N:12]=2)[CH:7]=[CH:6][N:5]=[N:4]1.[O:39]1CCOCCOCCOCCOCCOCC1.C(=O)([O-])[O-].[Na+].[Na+]. (3) Given the product [CH:1]12[CH2:6][CH2:5][CH:4]([CH2:7][CH2:8]1)[CH2:3][N:2]2[C:9]1[CH:18]=[CH:17][C:16]2[C:11](=[CH:12][CH:13]=[C:14]([NH:19][C:36]([NH:35][C:32]3[CH:33]=[CH:34][C:29]([S:28][CH3:27])=[CH:30][CH:31]=3)=[O:37])[CH:15]=2)[N:10]=1, predict the reactants needed to synthesize it. The reactants are: [CH:1]12[CH2:8][CH2:7][CH:4]([CH2:5][CH2:6]1)[CH2:3][N:2]2[C:9]1[CH:18]=[CH:17][C:16]2[C:11](=[CH:12][CH:13]=[C:14]([NH2:19])[CH:15]=2)[N:10]=1.C(N(CC)CC)C.[CH3:27][S:28][C:29]1[CH:34]=[CH:33][C:32]([N:35]=[C:36]=[O:37])=[CH:31][CH:30]=1.